Task: Predict the reaction yield, written as a fraction of the theoretical maximum amount of product (1.0 means a 100% yield; for example, 0.34 means a 34% yield).. Dataset: Reaction yield outcomes from USPTO patents with 853,638 reactions (1) The reactants are [CH3:1][O:2][C:3]1[CH:12]=[C:11]2[C:6]([N:7]=[CH:8][C:9](=[O:13])[NH:10]2)=[CH:5][CH:4]=1.CS(O[CH2:19][CH2:20][N:21]1[CH2:26][CH2:25][CH:24]([NH:27][C:28]([O:30][C:31]([CH3:34])([CH3:33])[CH3:32])=[O:29])[CH:23]([F:35])[CH2:22]1)(=O)=O.[H-].[Na+]. The catalyst is CC(C)=O. The product is [F:35][CH:23]1[CH:24]([NH:27][C:28](=[O:29])[O:30][C:31]([CH3:32])([CH3:33])[CH3:34])[CH2:25][CH2:26][N:21]([CH2:20][CH2:19][N:10]2[C:11]3[C:6](=[CH:5][CH:4]=[C:3]([O:2][CH3:1])[CH:12]=3)[N:7]=[CH:8][C:9]2=[O:13])[CH2:22]1. The yield is 0.780. (2) The reactants are [Cl:1][C:2]1[CH:7]=[CH:6][C:5]([NH:8][C:9]2[N:14]=[C:13]([O:15][CH3:16])[CH:12]=[CH:11][N:10]=2)=[CH:4][C:3]=1[OH:17].C([O-])([O-])=O.[Cs+].[Cs+].Br[CH2:25][CH:26]=[C:27]([CH3:29])[CH3:28]. The yield is 0.510. The catalyst is CC(C)=O. The product is [Cl:1][C:2]1[CH:7]=[CH:6][C:5]([NH:8][C:9]2[N:14]=[C:13]([O:15][CH3:16])[CH:12]=[CH:11][N:10]=2)=[CH:4][C:3]=1[O:17][CH2:25][CH:26]=[C:27]([CH3:29])[CH3:28]. (3) The reactants are [OH:1][CH:2]1[CH2:9][CH2:8][O:7][CH2:6][CH2:5][N:4]([C:10]([O:12][C:13]([CH3:16])([CH3:15])[CH3:14])=[O:11])[CH2:3]1.CC(OI1(OC(C)=O)(OC(C)=O)OC(=O)C2C=CC=CC1=2)=O.[NH4+].[Cl-]. The catalyst is C(Cl)Cl. The product is [O:1]=[C:2]1[CH2:9][CH2:8][O:7][CH2:6][CH2:5][N:4]([C:10]([O:12][C:13]([CH3:16])([CH3:15])[CH3:14])=[O:11])[CH2:3]1. The yield is 0.793. (4) The reactants are N([O-])=O.[Na+].N[C:6]1[CH:15]=[CH:14][CH:13]=[C:12]2[C:7]=1[CH:8]=[CH:9][CH:10]=[N:11]2.C(OCC)C.C(OCC)(=O)C.C1(C)C(C)=CC=CC=1.[H+].[B-](F)(F)(F)[F:37]. No catalyst specified. The product is [F:37][C:6]1[CH:15]=[CH:14][CH:13]=[C:12]2[C:7]=1[CH:8]=[CH:9][CH:10]=[N:11]2. The yield is 0.550. (5) The reactants are Br[C:2]1[CH:23]=[C:22]([F:24])[C:5]([O:6][CH:7]2[CH2:12][CH2:11][CH:10]([O:13][C:14]3[N:19]=[CH:18][C:17]([CH2:20][CH3:21])=[CH:16][N:15]=3)[CH2:9][CH2:8]2)=[C:4]([F:25])[CH:3]=1.[CH3:26][S:27]([C:30]1[CH:35]=[CH:34][C:33](B(O)O)=[CH:32][CH:31]=1)(=[O:29])=[O:28].C([O-])([O-])=O.[Na+].[Na+]. The catalyst is O.CCO.COCCOC.C1C=CC([P]([Pd]([P](C2C=CC=CC=2)(C2C=CC=CC=2)C2C=CC=CC=2)([P](C2C=CC=CC=2)(C2C=CC=CC=2)C2C=CC=CC=2)[P](C2C=CC=CC=2)(C2C=CC=CC=2)C2C=CC=CC=2)(C2C=CC=CC=2)C2C=CC=CC=2)=CC=1. The product is [F:25][C:4]1[CH:3]=[C:2]([C:33]2[CH:34]=[CH:35][C:30]([S:27]([CH3:26])(=[O:29])=[O:28])=[CH:31][CH:32]=2)[CH:23]=[C:22]([F:24])[C:5]=1[O:6][CH:7]1[CH2:12][CH2:11][CH:10]([O:13][C:14]2[N:19]=[CH:18][C:17]([CH2:20][CH3:21])=[CH:16][N:15]=2)[CH2:9][CH2:8]1. The yield is 0.590. (6) The reactants are C[O:2][C:3](=[O:34])[C:4]1[C:9]([CH3:10])=[C:8]([NH2:11])[CH:7]=[C:6]([N:12]2[C:16]([CH3:17])=[CH:15][CH:14]=[C:13]2[C:18]2[CH:23]=[C:22]([F:24])[CH:21]=[CH:20][C:19]=2[O:25][CH2:26][C:27]2[CH:32]=[CH:31][C:30]([F:33])=[CH:29][CH:28]=2)[CH:5]=1.[OH-].[Na+].Cl. The catalyst is C(O)C.C(Cl)Cl. The product is [F:24][C:22]1[CH:21]=[CH:20][C:19]([O:25][CH2:26][C:27]2[CH:28]=[CH:29][C:30]([F:33])=[CH:31][CH:32]=2)=[C:18]([C:13]2[N:12]([C:6]3[CH:5]=[C:4]([C:9]([CH3:10])=[C:8]([NH2:11])[CH:7]=3)[C:3]([OH:34])=[O:2])[C:16]([CH3:17])=[CH:15][CH:14]=2)[CH:23]=1. The yield is 0.950. (7) The reactants are C1(C)C=CC=CC=1.CCCCCC.C([Li])CCC.[C:19](=[O:21])=[O:20].O.Br[C:24]1[CH:29]=[CH:28][C:27]([Br:30])=[CH:26][N:25]=1. No catalyst specified. The product is [Br:30][C:27]1[CH:28]=[CH:29][C:24]([C:19]([OH:21])=[O:20])=[N:25][CH:26]=1. The yield is 0.500. (8) The reactants are [NH2:1][C:2]1[CH:3]=[C:4]([CH:8]=[CH:9][C:10]=1[Cl:11])[C:5]([OH:7])=O.[CH2:12]1[C@H:21]2[C@H:16]([CH2:17][CH2:18][C:19]3[CH:25]=[CH:24][CH:23]=[CH:22][C:20]=32)[NH:15][CH2:14][CH2:13]1.F[P-](F)(F)(F)(F)F.N1(OC(N(C)C)=[N+](C)C)C2N=CC=CC=2N=N1. No catalyst specified. The product is [NH2:1][C:2]1[CH:3]=[C:4]([C:5]([N:15]2[C@@H:16]3[C@@H:21]([C:20]4[CH:22]=[CH:23][CH:24]=[CH:25][C:19]=4[CH2:18][CH2:17]3)[CH2:12][CH2:13][CH2:14]2)=[O:7])[CH:8]=[CH:9][C:10]=1[Cl:11]. The yield is 0.460.